This data is from Peptide-MHC class I binding affinity with 185,985 pairs from IEDB/IMGT. The task is: Regression. Given a peptide amino acid sequence and an MHC pseudo amino acid sequence, predict their binding affinity value. This is MHC class I binding data. (1) The peptide sequence is CEMNHVNSMH. The MHC is HLA-A31:01 with pseudo-sequence HLA-A31:01. The binding affinity (normalized) is 0.103. (2) The peptide sequence is ETAKVIKLVK. The MHC is HLA-A11:01 with pseudo-sequence HLA-A11:01. The binding affinity (normalized) is 0.514. (3) The peptide sequence is ILIGVIITWI. The MHC is HLA-A02:01 with pseudo-sequence HLA-A02:01. The binding affinity (normalized) is 0.503. (4) The peptide sequence is TVKNVDIIDL. The MHC is HLA-A68:02 with pseudo-sequence HLA-A68:02. The binding affinity (normalized) is 0.378. (5) The peptide sequence is VPLQLPPL. The MHC is HLA-B07:02 with pseudo-sequence HLA-B07:02. The binding affinity (normalized) is 0.563. (6) The peptide sequence is KLYPNVDFY. The MHC is HLA-A02:01 with pseudo-sequence HLA-A02:01. The binding affinity (normalized) is 0.0847. (7) The peptide sequence is QFLKFSLPFPFLYKFLL. The MHC is HLA-B44:03 with pseudo-sequence HLA-B44:03. The binding affinity (normalized) is 0.193. (8) The peptide sequence is TTWCDGKKF. The MHC is HLA-B15:01 with pseudo-sequence HLA-B15:01. The binding affinity (normalized) is 0.0847. (9) The peptide sequence is VYCFTPSPVVV. The MHC is Patr-A0901 with pseudo-sequence Patr-A0901. The binding affinity (normalized) is 0.454.